Dataset: Catalyst prediction with 721,799 reactions and 888 catalyst types from USPTO. Task: Predict which catalyst facilitates the given reaction. (1) Reactant: [Cl:1][C:2]1[CH:3]=[C:4]([NH:19][C:20]2[C:30]3[CH:29]=[C:28]([C:31](O)=[O:32])[CH2:27][CH2:26][NH:25][C:24]=3[N:23]=[CH:22][N:21]=2)[CH:5]=[CH:6][C:7]=1[O:8][C:9]1[CH:14]=[CH:13][CH:12]=[C:11]([C:15]([F:18])([F:17])[F:16])[CH:10]=1.Cl.[CH3:35][S:36]([CH2:39][CH2:40][O:41][CH2:42][CH2:43][NH2:44])(=[O:38])=[O:37].Cl.C(N=C=NCCCN(C)C)C.O.ON1C2C=CC=CC=2N=N1. Product: [Cl:1][C:2]1[CH:3]=[C:4]([NH:19][C:20]2[C:30]3[CH:29]=[C:28]([C:31]([NH:44][CH2:43][CH2:42][O:41][CH2:40][CH2:39][S:36]([CH3:35])(=[O:38])=[O:37])=[O:32])[CH2:27][CH2:26][NH:25][C:24]=3[N:23]=[CH:22][N:21]=2)[CH:5]=[CH:6][C:7]=1[O:8][C:9]1[CH:14]=[CH:13][CH:12]=[C:11]([C:15]([F:17])([F:16])[F:18])[CH:10]=1. The catalyst class is: 289. (2) Reactant: [CH3:1][C:2]([CH3:4])=O.Cl.[NH:6]1[CH2:11][CH2:10][CH:9]([CH2:12][N:13]2[C:21]3[C:16](=[CH:17][CH:18]=[CH:19][CH:20]=3)[C:15]3([C:34]4[C:24](=[CH:25][C:26]5[O:31][CH2:30][C:29](=O)[O:28][C:27]=5[CH:33]=4)[O:23][CH2:22]3)[CH2:14]2)[CH2:8][CH2:7]1.C(N(CC)CC)C.C(O[BH-](OC(=O)C)OC(=O)C)(=[O:44])C.[Na+]. Product: [CH3:1][CH:2]([N:6]1[CH2:11][CH2:10][CH:9]([CH2:12][N:13]2[C:21]3[C:16](=[CH:17][CH:18]=[CH:19][CH:20]=3)[C:15]3([C:34]4[C:24](=[CH:25][C:26]5[O:31][CH2:30][CH2:29][O:28][C:27]=5[CH:33]=4)[O:23][CH2:22]3)[C:14]2=[O:44])[CH2:8][CH2:7]1)[CH3:4]. The catalyst class is: 26.